Dataset: Peptide-MHC class II binding affinity with 134,281 pairs from IEDB. Task: Regression. Given a peptide amino acid sequence and an MHC pseudo amino acid sequence, predict their binding affinity value. This is MHC class II binding data. (1) The peptide sequence is TFGAASNKAFAEGLS. The MHC is DRB1_0101 with pseudo-sequence DRB1_0101. The binding affinity (normalized) is 0.548. (2) The peptide sequence is NKHNRLYMEARPLEE. The MHC is DRB1_0901 with pseudo-sequence DRB1_0901. The binding affinity (normalized) is 0.575.